This data is from Full USPTO retrosynthesis dataset with 1.9M reactions from patents (1976-2016). The task is: Predict the reactants needed to synthesize the given product. (1) Given the product [CH2:1]([C:3]1[N:4]([CH2:29][C:30]([O:32][CH2:33][CH3:34])=[O:31])[C:5]2[C:10]([C:11]=1[CH2:12][C:13]1[CH:18]=[CH:17][C:16]([N+:19]([O-:21])=[O:20])=[CH:15][CH:14]=1)=[CH:9][CH:8]=[CH:7][CH:6]=2)[CH3:2], predict the reactants needed to synthesize it. The reactants are: [CH2:1]([C:3]1[NH:4][C:5]2[C:10]([C:11]=1[CH2:12][C:13]1[CH:18]=[CH:17][C:16]([N+:19]([O-:21])=[O:20])=[CH:15][CH:14]=1)=[CH:9][CH:8]=[CH:7][CH:6]=2)[CH3:2].C(=O)([O-])[O-].[Cs+].[Cs+].Br[CH2:29][C:30]([O:32][CH2:33][CH3:34])=[O:31]. (2) Given the product [F:1][C:2]1[CH:10]=[CH:9][C:5]([C:6]([N:29]2[CH2:28][CH2:27][CH:26]([C:23]3[CH:22]=[CH:21][C:20]([C:18]4[CH:17]=[N:16][N:15]([CH3:14])[CH:19]=4)=[CH:25][CH:24]=3)[CH2:31][CH2:30]2)=[O:8])=[CH:4][C:3]=1[N+:11]([O-:13])=[O:12], predict the reactants needed to synthesize it. The reactants are: [F:1][C:2]1[CH:10]=[CH:9][C:5]([C:6]([OH:8])=O)=[CH:4][C:3]=1[N+:11]([O-:13])=[O:12].[CH3:14][N:15]1[CH:19]=[C:18]([C:20]2[CH:25]=[CH:24][C:23]([CH:26]3[CH2:31][CH2:30][NH:29][CH2:28][CH2:27]3)=[CH:22][CH:21]=2)[CH:17]=[N:16]1.C(N(CC)C(C)C)(C)C.CN(C(ON1N=NC2C=CC=CC1=2)=[N+](C)C)C.F[P-](F)(F)(F)(F)F.C([O-])([O-])=O.[Na+].[Na+]. (3) Given the product [Cl:27][C:24]1[CH:23]=[CH:22][C:21]([C:12]2[C:11](=[O:28])[NH:10][C:9](=[O:36])[NH:8][C:13]=2[C:14]2[CH:19]=[CH:18][C:17]([Cl:20])=[CH:16][CH:15]=2)=[CH:26][CH:25]=1, predict the reactants needed to synthesize it. The reactants are: C([N:8]1[C:13]([C:14]2[CH:19]=[CH:18][C:17]([Cl:20])=[CH:16][CH:15]=2)=[C:12]([C:21]2[CH:26]=[CH:25][C:24]([Cl:27])=[CH:23][CH:22]=2)[C:11](=[O:28])[N:10](CC2C=CC=CC=2)[C:9]1=[O:36])C1C=CC=CC=1.[Al+3].[Cl-].[Cl-].[Cl-]. (4) The reactants are: [Br:1][C:2]1[CH:7]=[CH:6][C:5]([C@H:8]2[CH2:10][C@H:9]2[C:11](N2C=CN=C2)=[O:12])=[CH:4][CH:3]=1.[CH3:18][C@@H:19]1[C@H:23]([C:24]2[CH:29]=[CH:28][CH:27]=[CH:26][CH:25]=2)[O:22][C:21](=[O:30])[NH:20]1.C1CCN2C(=NCCC2)CC1. Given the product [Br:1][C:2]1[CH:3]=[CH:4][C:5]([CH:8]2[CH2:10][CH:9]2[C:11]([N:20]2[C@@H:19]([CH3:18])[C@@H:23]([C:24]3[CH:29]=[CH:28][CH:27]=[CH:26][CH:25]=3)[O:22][C:21]2=[O:30])=[O:12])=[CH:6][CH:7]=1, predict the reactants needed to synthesize it. (5) The reactants are: [Cl:1][C:2]1[N:7]=[C:6]([Cl:8])[CH:5]=[CH:4][N:3]=1.Br[C:10]1[CH:15]=[CH:14][C:13]([F:16])=[C:12]([Cl:17])[CH:11]=1.ClC1N=C(Cl)C=C(C2C=CC(F)=CC=2)N=1. Given the product [Cl:1][C:2]1[N:7]=[C:6]([Cl:8])[CH:5]=[C:4]([C:10]2[CH:15]=[CH:14][C:13]([F:16])=[C:12]([Cl:17])[CH:11]=2)[N:3]=1, predict the reactants needed to synthesize it. (6) Given the product [CH3:40][CH:39]1[CH2:41][CH2:43][CH:42]([CH3:44])[N:38]1[C:37]1[CH:31]=[CH:30][C:29]([NH2:26])=[CH:35][CH:36]=1, predict the reactants needed to synthesize it. The reactants are: ClC1SC(C2OC(=O)C(C)(C)N=2)=CC=1.C1(C)C=CC=CC=1.CN1CC[N:26]([C:29]2[CH:35]=CC(N)=[CH:31][CH:30]=2)CC1.[CH3:36][CH2:37][N:38]([CH:42]([CH3:44])[CH3:43])[CH:39]([CH3:41])[CH3:40]. (7) The reactants are: Br[C:2]1[CH:10]=[CH:9][C:8]2[N:7]3[CH2:11][CH2:12][N:13]([C:15]([O:17][C:18]([CH3:21])([CH3:20])[CH3:19])=[O:16])[CH2:14][C:6]3=[CH:5][C:4]=2[CH:3]=1.CN(C=O)C.N1CCCC1.[CH:32](=[O:36])[CH2:33][CH2:34][CH3:35]. Given the product [C:32]([C:2]1[CH:10]=[CH:9][C:8]2[N:7]3[CH2:11][CH2:12][N:13]([C:15]([O:17][C:18]([CH3:21])([CH3:20])[CH3:19])=[O:16])[CH2:14][C:6]3=[CH:5][C:4]=2[CH:3]=1)(=[O:36])[CH2:33][CH2:34][CH3:35], predict the reactants needed to synthesize it. (8) Given the product [CH3:20][O:19][C:16]1[N:15]=[CH:14][C:13]([C:12]2[N:6]3[C:7]([CH:8]=[N:9][C:4]([NH:31][C:28]4[CH:29]=[CH:30][C:25]5[N:24]=[CH:23][N:22]([CH3:21])[C:26]=5[CH:27]=4)=[N:5]3)=[CH:10][CH:11]=2)=[CH:18][CH:17]=1, predict the reactants needed to synthesize it. The reactants are: CS([C:4]1[N:9]=[CH:8][C:7]2=[CH:10][CH:11]=[C:12]([C:13]3[CH:14]=[N:15][C:16]([O:19][CH3:20])=[CH:17][CH:18]=3)[N:6]2[N:5]=1)=O.[CH3:21][N:22]1[C:26]2[CH:27]=[C:28]([NH2:31])[CH:29]=[CH:30][C:25]=2[N:24]=[CH:23]1.